Dataset: NCI-60 drug combinations with 297,098 pairs across 59 cell lines. Task: Regression. Given two drug SMILES strings and cell line genomic features, predict the synergy score measuring deviation from expected non-interaction effect. (1) Drug 1: CC1=C(C(CCC1)(C)C)C=CC(=CC=CC(=CC(=O)O)C)C. Drug 2: CC12CCC3C(C1CCC2O)C(CC4=C3C=CC(=C4)O)CCCCCCCCCS(=O)CCCC(C(F)(F)F)(F)F. Cell line: NCI-H226. Synergy scores: CSS=6.41, Synergy_ZIP=-1.47, Synergy_Bliss=0.0795, Synergy_Loewe=1.20, Synergy_HSA=0.00978. (2) Drug 1: CN(C)C1=NC(=NC(=N1)N(C)C)N(C)C. Drug 2: C1C(C(OC1N2C=NC3=C(N=C(N=C32)Cl)N)CO)O. Cell line: SF-295. Synergy scores: CSS=4.28, Synergy_ZIP=-1.08, Synergy_Bliss=1.55, Synergy_Loewe=3.12, Synergy_HSA=2.70. (3) Drug 1: CC(C)(C#N)C1=CC(=CC(=C1)CN2C=NC=N2)C(C)(C)C#N. Drug 2: COC1=NC(=NC2=C1N=CN2C3C(C(C(O3)CO)O)O)N. Cell line: A549. Synergy scores: CSS=-6.10, Synergy_ZIP=4.61, Synergy_Bliss=2.38, Synergy_Loewe=-5.91, Synergy_HSA=-6.28.